From a dataset of Forward reaction prediction with 1.9M reactions from USPTO patents (1976-2016). Predict the product of the given reaction. (1) Given the reactants [CH3:1][C:2]1[C:24]([C:25]2[C:26]([CH3:52])=[CH:27][C:28]3[C:38]([CH:39]([CH3:41])[CH3:40])=[C:37]([O:42]C(C)=O)[C:36]([O:46]C(C)=O)=[C:35](C=O)[C:29]=3[C:30]=2[O:31]C(C)=O)=[C:23]([O:53]C(C)=O)[C:5]2=[C:6](C=O)[C:7]([O:17]C(C)=O)=[C:8]([O:13]C(C)=O)[C:9]([CH:10]([CH3:12])[CH3:11])=[C:4]2[CH:3]=1.OS(O)(=O)=O, predict the reaction product. The product is: [CH3:52][C:26]1[C:25]([C:24]2[C:2]([CH3:1])=[CH:3][C:4]3[C:9]([CH:10]([CH3:11])[CH3:12])=[C:8]([OH:13])[C:7]([OH:17])=[CH:6][C:5]=3[C:23]=2[OH:53])=[C:30]([OH:31])[C:29]2=[CH:35][C:36]([OH:46])=[C:37]([OH:42])[C:38]([CH:39]([CH3:40])[CH3:41])=[C:28]2[CH:27]=1. (2) Given the reactants [CH2:1]([C:8]1[CH:9]=[C:10]([CH:14]([C:16]2[C:17]([CH3:28])=[N:18][O:19][C:20]=2[C:21]2[CH:26]=[CH:25][C:24](Br)=[CH:23][CH:22]=2)[OH:15])[CH:11]=[CH:12][CH:13]=1)[C:2]1[CH:7]=[CH:6][CH:5]=[CH:4][CH:3]=1.[CH2:29]([O:31][C:32]([C:34]1([C:37]2[CH:42]=[CH:41][C:40](B3OC(C)(C)C(C)(C)O3)=[CH:39][CH:38]=2)[CH2:36][CH2:35]1)=[O:33])[CH3:30], predict the reaction product. The product is: [CH2:29]([O:31][C:32]([C:34]1([C:37]2[CH:38]=[CH:39][C:40]([C:24]3[CH:23]=[CH:22][C:21]([C:20]4[O:19][N:18]=[C:17]([CH3:28])[C:16]=4[CH:14]([C:10]4[CH:11]=[CH:12][CH:13]=[C:8]([CH2:1][C:2]5[CH:7]=[CH:6][CH:5]=[CH:4][CH:3]=5)[CH:9]=4)[OH:15])=[CH:26][CH:25]=3)=[CH:41][CH:42]=2)[CH2:35][CH2:36]1)=[O:33])[CH3:30]. (3) Given the reactants C(Cl)(=O)C(Cl)=O.CS(C)=O.[CH:11]1([CH2:17]O)[CH2:16][CH2:15][CH2:14][CH2:13][CH2:12]1.C(N(CC)CC)C.[C:26]([C:31]1C=CC=CC=1P(=C)(C1C=CC=CC=1)C1C=CC=CC=1)([O:28][CH2:29][CH3:30])=[O:27], predict the reaction product. The product is: [CH2:29]([O:28][C:26](=[O:27])[CH:31]=[CH:17][CH:11]1[CH2:12][CH2:13][CH2:14][CH2:15][CH2:16]1)[CH3:30]. (4) Given the reactants [CH3:1][N:2]([CH3:35])[C:3]([C:5]1[C:14]2[C:9](=[CH:10][CH:11]=[CH:12][CH:13]=2)[N:8]=[C:7]([NH:15][C@H:16]2[CH2:20][CH2:19][N:18]([C:21](=[O:34])[CH2:22][C:23]3[CH:28]=[CH:27][C:26]([O:29][C:30]([F:33])([F:32])[F:31])=[CH:25][CH:24]=3)[CH2:17]2)[CH:6]=1)=[O:4].[ClH:36], predict the reaction product. The product is: [ClH:36].[CH3:35][N:2]([CH3:1])[C:3]([C:5]1[C:14]2[C:9](=[CH:10][CH:11]=[CH:12][CH:13]=2)[N:8]=[C:7]([NH:15][C@H:16]2[CH2:20][CH2:19][N:18]([C:21](=[O:34])[CH2:22][C:23]3[CH:24]=[CH:25][C:26]([O:29][C:30]([F:33])([F:32])[F:31])=[CH:27][CH:28]=3)[CH2:17]2)[CH:6]=1)=[O:4]. (5) Given the reactants [CH3:1][O:2][C:3]1[CH:8]=[CH:7][C:6]([C:9]2[C:14](=[O:15])[N:13]3[CH:16]=[CH:17][S:18][C:12]3=[N:11][C:10]=2[CH3:19])=[CH:5][CH:4]=1.[CH:20]1([CH2:23][O:24][C:25]2[C:32]([O:33][CH3:34])=[CH:31][CH:30]=[CH:29][C:26]=2[CH:27]=O)[CH2:22][CH2:21]1.[O-]CC.[Na+], predict the reaction product. The product is: [CH:20]1([CH2:23][O:24][C:25]2[C:32]([O:33][CH3:34])=[CH:31][CH:30]=[CH:29][C:26]=2/[CH:27]=[CH:19]/[C:10]2[N:11]=[C:12]3[S:18][CH:17]=[CH:16][N:13]3[C:14](=[O:15])[C:9]=2[C:6]2[CH:5]=[CH:4][C:3]([O:2][CH3:1])=[CH:8][CH:7]=2)[CH2:21][CH2:22]1.